From a dataset of NCI-60 drug combinations with 297,098 pairs across 59 cell lines. Regression. Given two drug SMILES strings and cell line genomic features, predict the synergy score measuring deviation from expected non-interaction effect. (1) Drug 1: CC1C(C(CC(O1)OC2CC(OC(C2O)C)OC3=CC4=CC5=C(C(=O)C(C(C5)C(C(=O)C(C(C)O)O)OC)OC6CC(C(C(O6)C)O)OC7CC(C(C(O7)C)O)OC8CC(C(C(O8)C)O)(C)O)C(=C4C(=C3C)O)O)O)O. Drug 2: CS(=O)(=O)OCCCCOS(=O)(=O)C. Cell line: SK-OV-3. Synergy scores: CSS=5.61, Synergy_ZIP=0.109, Synergy_Bliss=-0.534, Synergy_Loewe=-49.5, Synergy_HSA=-0.720. (2) Drug 1: CS(=O)(=O)OCCCCOS(=O)(=O)C. Drug 2: CC1C(C(CC(O1)OC2CC(CC3=C2C(=C4C(=C3O)C(=O)C5=C(C4=O)C(=CC=C5)OC)O)(C(=O)CO)O)N)O.Cl. Cell line: SK-MEL-28. Synergy scores: CSS=37.0, Synergy_ZIP=-0.341, Synergy_Bliss=-1.79, Synergy_Loewe=-33.9, Synergy_HSA=-2.01. (3) Drug 1: C1=CC(=C2C(=C1NCCNCCO)C(=O)C3=C(C=CC(=C3C2=O)O)O)NCCNCCO. Drug 2: C1CC(=O)NC(=O)C1N2C(=O)C3=CC=CC=C3C2=O. Cell line: HCT-15. Synergy scores: CSS=54.8, Synergy_ZIP=0.678, Synergy_Bliss=0.0468, Synergy_Loewe=-49.1, Synergy_HSA=-0.270.